From a dataset of Full USPTO retrosynthesis dataset with 1.9M reactions from patents (1976-2016). Predict the reactants needed to synthesize the given product. (1) Given the product [O:11]=[C:10]([N:12]1[CH2:17][CH2:16][NH:15][CH2:14][CH2:13]1)[CH2:9][OH:8].[C:1]([OH:7])([C:3]([F:6])([F:5])[F:4])=[O:2], predict the reactants needed to synthesize it. The reactants are: [C:1]([OH:7])([C:3]([F:6])([F:5])[F:4])=[O:2].[OH:8][CH2:9][C:10]([N:12]1[CH2:17][CH2:16][N:15](C(OC(C)(C)C)=O)[CH2:14][CH2:13]1)=[O:11]. (2) Given the product [Si:31]([O:32][CH:33]1[CH2:34][CH2:35][N:36]([C:2]2[CH:11]=[C:10]([C:12]([NH:14][C:15]3[C:24]([CH3:25])=[CH:23][C:18]([C:19]([O:21][CH3:22])=[O:20])=[CH:17][C:16]=3[CH3:26])=[O:13])[C:9]3[C:4](=[CH:5][CH:6]=[CH:7][CH:8]=3)[N:3]=2)[CH2:37][CH2:38]1)([C:27]([CH3:30])([CH3:29])[CH3:28])([CH3:40])[CH3:39], predict the reactants needed to synthesize it. The reactants are: Cl[C:2]1[CH:11]=[C:10]([C:12]([NH:14][C:15]2[C:24]([CH3:25])=[CH:23][C:18]([C:19]([O:21][CH3:22])=[O:20])=[CH:17][C:16]=2[CH3:26])=[O:13])[C:9]2[C:4](=[CH:5][CH:6]=[CH:7][CH:8]=2)[N:3]=1.[C:27]([Si:31]([CH3:40])([CH3:39])[O:32][CH:33]1[CH2:38][CH2:37][NH:36][CH2:35][CH2:34]1)([CH3:30])([CH3:29])[CH3:28].C([O-])([O-])=O.[Cs+].[Cs+].COC1C=CC=C(OC)C=1C1C=CC=CC=1P(C1CCCCC1)C1CCCCC1. (3) Given the product [CH3:1][C:2]1([CH3:54])[O:7][C:6]2[CH:8]=[CH:9][C:10]([C@@H:12]([OH:16])[CH2:13][NH:14][CH2:18][CH2:19][CH2:20][CH2:21][CH2:22][CH2:23][O:24][CH2:25][CH2:26][O:27][CH2:28][C:29]3[CH:30]=[C:31]([NH:35][C:36]([NH:38][C:39]4[CH:40]=[C:41]([NH:45][C:46]([C:48]5[CH:49]=[N:50][CH:51]=[CH:52][CH:53]=5)=[O:47])[CH:42]=[CH:43][CH:44]=4)=[O:37])[CH:32]=[CH:33][CH:34]=3)=[CH:11][C:5]=2[CH2:4][O:3]1, predict the reactants needed to synthesize it. The reactants are: [CH3:1][C:2]1([CH3:54])[O:7][C:6]2[CH:8]=[CH:9][C:10]([C@H:12]3[O:16]C(=O)[N:14]([CH2:18][CH2:19][CH2:20][CH2:21][CH2:22][CH2:23][O:24][CH2:25][CH2:26][O:27][CH2:28][C:29]4[CH:30]=[C:31]([NH:35][C:36]([NH:38][C:39]5[CH:40]=[C:41]([NH:45][C:46]([C:48]6[CH:49]=[N:50][CH:51]=[CH:52][CH:53]=6)=[O:47])[CH:42]=[CH:43][CH:44]=5)=[O:37])[CH:32]=[CH:33][CH:34]=4)[CH2:13]3)=[CH:11][C:5]=2[CH2:4][O:3]1.C[Si](C)(C)[O-].[K+].P([O-])([O-])([O-])=O. (4) Given the product [CH2:45]([N:49]([CH2:53][CH2:54][CH2:55][CH3:56])[CH2:50][CH2:51][NH:52][C:37]([NH:20][C:19]1[CH:21]=[CH:22][C:16]([O:15][C:6]2[C:5]3[C:10](=[CH:11][C:12]([O:13][CH3:14])=[C:3]([O:2][CH3:1])[CH:4]=3)[N:9]=[CH:8][N:7]=2)=[CH:17][C:18]=1[N+:23]([O-:25])=[O:24])=[O:43])[CH2:46][CH2:47][CH3:48], predict the reactants needed to synthesize it. The reactants are: [CH3:1][O:2][C:3]1[CH:4]=[C:5]2[C:10](=[CH:11][C:12]=1[O:13][CH3:14])[N:9]=[CH:8][N:7]=[C:6]2[O:15][C:16]1[CH:22]=[CH:21][C:19]([NH2:20])=[C:18]([N+:23]([O-:25])=[O:24])[CH:17]=1.C(N(CC)CC)C.ClC(Cl)(O[C:37](=[O:43])OC(Cl)(Cl)Cl)Cl.[CH2:45]([N:49]([CH2:53][CH2:54][CH2:55][CH3:56])[CH2:50][CH2:51][NH2:52])[CH2:46][CH2:47][CH3:48]. (5) The reactants are: [Cl:1][C:2]1[C:6]([C:7]#N)=[C:5]([C:9]2[CH:14]=[CH:13][CH:12]=[CH:11][C:10]=2[CH3:15])[S:4][N:3]=1.S(=O)(=O)(O)[OH:17].N([O-])=O.[Na+].[OH2:25]. Given the product [Cl:1][C:2]1[C:6]([C:7]([OH:17])=[O:25])=[C:5]([C:9]2[CH:14]=[CH:13][CH:12]=[CH:11][C:10]=2[CH3:15])[S:4][N:3]=1, predict the reactants needed to synthesize it. (6) Given the product [F:1][C:2]1[CH:7]=[CH:6][C:5]([F:8])=[CH:4][C:3]=1[CH2:9][CH:10]([NH:12][C:13]1[CH:18]=[CH:17][NH:16][C:15](=[O:19])[C:14]=1[C:20]1[NH:21][C:22]2=[CH:30][C:29]3[CH2:28][N:27]([CH3:32])[C:26](=[O:33])[C:25]=3[CH:24]=[C:23]2[N:34]=1)[CH3:11], predict the reactants needed to synthesize it. The reactants are: [F:1][C:2]1[CH:7]=[CH:6][C:5]([F:8])=[CH:4][C:3]=1[CH2:9][CH:10]([NH:12][C:13]1[CH:18]=[CH:17][NH:16][C:15](=[O:19])[C:14]=1[C:20]1[NH:34][C:23]2=[CH:24][C:25]3[C:26](=[O:33])[N:27]([CH3:32])[C:28](=O)[C:29]=3[CH:30]=[C:22]2[N:21]=1)[CH3:11]. (7) Given the product [Cl:1][C:2]1[N:7]=[C:6]([O:18][C:15]2[CH:16]=[CH:17][C:12]([O:11][CH3:10])=[CH:13][CH:14]=2)[C:5]([F:9])=[CH:4][N:3]=1, predict the reactants needed to synthesize it. The reactants are: [Cl:1][C:2]1[N:7]=[C:6](Cl)[C:5]([F:9])=[CH:4][N:3]=1.[CH3:10][O:11][C:12]1[CH:17]=[CH:16][C:15]([OH:18])=[CH:14][CH:13]=1.